Task: Predict the reactants needed to synthesize the given product.. Dataset: Full USPTO retrosynthesis dataset with 1.9M reactions from patents (1976-2016) (1) Given the product [F:36][C:2]1([F:1])[CH2:6][CH2:5][N:4]([C:7]2[N:12]=[CH:11][C:10]([C:13]3[O:17][N:16]=[C:15]([C:18]4[CH:23]=[CH:22][C:21]([CH2:24][CH2:25][C:26]([OH:28])=[O:27])=[CH:20][C:19]=4[CH3:29])[N:14]=3)=[CH:9][C:8]=2[C:30]#[CH:31])[CH2:3]1, predict the reactants needed to synthesize it. The reactants are: [F:1][C:2]1([F:36])[CH2:6][CH2:5][N:4]([C:7]2[N:12]=[CH:11][C:10]([C:13]3[O:17][N:16]=[C:15]([C:18]4[CH:23]=[CH:22][C:21]([CH2:24][CH2:25][C:26]([OH:28])=[O:27])=[CH:20][C:19]=4[CH3:29])[N:14]=3)=[CH:9][C:8]=2[C:30]#[C:31][Si](C)(C)C)[CH2:3]1. (2) Given the product [CH3:1][O:2][C:3](=[O:26])[CH2:4][C@H:5]1[C:9]2[CH:10]=[CH:11][C:12]([O:14][C@H:15]3[C:23]4[C:18](=[C:19]([O:25][C:30]5[CH:29]=[C:28]([F:27])[C:33]([O:34][CH2:35][CH2:36][CH2:37][S:38]([CH3:41])(=[O:39])=[O:40])=[C:32]([F:42])[CH:31]=5)[CH:20]=[CH:21][C:22]=4[F:24])[CH2:17][CH2:16]3)=[CH:13][C:8]=2[O:7][CH2:6]1, predict the reactants needed to synthesize it. The reactants are: [CH3:1][O:2][C:3](=[O:26])[CH2:4][C@H:5]1[C:9]2[CH:10]=[CH:11][C:12]([O:14][C@H:15]3[C:23]4[C:18](=[C:19]([OH:25])[CH:20]=[CH:21][C:22]=4[F:24])[CH2:17][CH2:16]3)=[CH:13][C:8]=2[O:7][CH2:6]1.[F:27][C:28]1[CH:29]=[C:30](B(O)O)[CH:31]=[C:32]([F:42])[C:33]=1[O:34][CH2:35][CH2:36][CH2:37][S:38]([CH3:41])(=[O:40])=[O:39]. (3) Given the product [Cl:23][C:24]1[CH:25]=[C:26]([CH:27]=[CH:28][CH:29]=1)[NH:1][C:2]1[CH:14]=[C:13]([CH2:15][CH2:16][C:17]2[CH:18]=[CH:19][CH:20]=[CH:21][CH:22]=2)[CH:12]=[CH:11][C:3]=1[C:4]([O:6][C:7]([CH3:10])([CH3:9])[CH3:8])=[O:5], predict the reactants needed to synthesize it. The reactants are: [NH2:1][C:2]1[CH:14]=[C:13]([CH2:15][CH2:16][C:17]2[CH:22]=[CH:21][CH:20]=[CH:19][CH:18]=2)[CH:12]=[CH:11][C:3]=1[C:4]([O:6][C:7]([CH3:10])([CH3:9])[CH3:8])=[O:5].[Cl:23][C:24]1[CH:29]=[CH:28][CH:27]=[C:26](I)[CH:25]=1.C(=O)([O-])[O-].[Cs+].[Cs+].C1(P(C2CCCCC2)C2C=CC=CC=2C2C(C(C)C)=CC(C(C)C)=CC=2C(C)C)CCCCC1. (4) The reactants are: [S:1]([CH2:5][CH2:6][OH:7])([O-:4])(=[O:3])=[O:2].[Na+].[C:9](O)(=[O:16])[C:10]1[CH:15]=[CH:14][CH:13]=[CH:12][CH:11]=1.FC(F)(F)C(OC(=O)C(F)(F)F)=O.[Cl-].[C:32]1([S+:38]([C:45]2[CH:50]=[CH:49][CH:48]=[CH:47][CH:46]=2)[C:39]2[CH:44]=[CH:43][CH:42]=[CH:41][CH:40]=2)[CH:37]=[CH:36][CH:35]=[CH:34][CH:33]=1.C(=O)(O)[O-].[Na+]. Given the product [C:9]([O:7][CH2:6][CH2:5][S:1]([O-:4])(=[O:3])=[O:2])(=[O:16])[C:10]1[CH:15]=[CH:14][CH:13]=[CH:12][CH:11]=1.[C:45]1([S+:38]([C:32]2[CH:33]=[CH:34][CH:35]=[CH:36][CH:37]=2)[C:39]2[CH:44]=[CH:43][CH:42]=[CH:41][CH:40]=2)[CH:46]=[CH:47][CH:48]=[CH:49][CH:50]=1, predict the reactants needed to synthesize it. (5) Given the product [C:1]([O:5][C:6](=[O:19])[N:7]([C@@H:8]([CH2:12][C:13]1[CH:18]=[CH:17][CH:16]=[CH:15][CH:14]=1)[CH2:9][C:10]#[N:11])[CH3:22])([CH3:4])([CH3:2])[CH3:3], predict the reactants needed to synthesize it. The reactants are: [C:1]([O:5][C:6](=[O:19])[NH:7][C@@H:8]([CH2:12][C:13]1[CH:18]=[CH:17][CH:16]=[CH:15][CH:14]=1)[CH2:9][C:10]#[N:11])([CH3:4])([CH3:3])[CH3:2].[H-].[Na+].[CH3:22]I. (6) Given the product [CH3:17][O:16][C:14]([C:6]1[C:5]2[C:9](=[CH:10][C:2]([Br:1])=[CH:3][CH:4]=2)[N:8]([CH3:11])[N:7]=1)=[O:15], predict the reactants needed to synthesize it. The reactants are: [Br:1][C:2]1[CH:10]=[C:9]2[C:5]([C:6]([C:14]([OH:16])=[O:15])=[N:7][N:8]2[CH:11](C)C)=[CH:4][CH:3]=1.[CH3:17]OC(C1C2C(=CC=CC=2)NN=1)=O.CI.C(I)(C)C. (7) The reactants are: C([O-])(=O)C.[NH4+:5].[Cl:6][C:7]1[N:12]=[C:11]([C:13]([C:15]2([OH:20])[CH2:19][CH2:18][CH2:17][CH2:16]2)=O)[CH:10]=[CH:9][CH:8]=1.C(O[BH-](OC(=O)C)OC(=O)C)(=O)C.[Na+].C(=O)([O-])O.[Na+]. Given the product [NH2:5][CH:13]([C:11]1[CH:10]=[CH:9][CH:8]=[C:7]([Cl:6])[N:12]=1)[C:15]1([OH:20])[CH2:19][CH2:18][CH2:17][CH2:16]1, predict the reactants needed to synthesize it. (8) Given the product [C:1]([O:9][CH2:10][C:11]1[CH:16]=[CH:15][CH:14]=[CH:13][C:12]=1[C:17](=[O:18])[NH:30][CH2:27][C:28]#[CH:29])(=[O:8])[C:2]1[CH:7]=[CH:6][CH:5]=[CH:4][CH:3]=1, predict the reactants needed to synthesize it. The reactants are: [C:1]([O:9][CH2:10][C:11]1[CH:16]=[CH:15][CH:14]=[CH:13][C:12]=1[C:17](Cl)=[O:18])(=[O:8])[C:2]1[CH:7]=[CH:6][CH:5]=[CH:4][CH:3]=1.C(N(CC)CC)C.[CH2:27]([NH2:30])[C:28]#[CH:29].O. (9) Given the product [Br:8][C:4]1[N:3]=[C:2]([N:9]2[CH2:13][CH2:12][CH:11]([OH:14])[CH2:10]2)[CH:7]=[CH:6][CH:5]=1, predict the reactants needed to synthesize it. The reactants are: Br[C:2]1[CH:7]=[CH:6][CH:5]=[C:4]([Br:8])[N:3]=1.[NH:9]1[CH2:13][CH2:12][CH:11]([OH:14])[CH2:10]1.CCCCCCC=CCCC. (10) Given the product [F:28][C:29]1[CH:50]=[CH:49][C:32]([NH:33][C:34]2[CH:46]=[C:45](/[CH:47]=[CH:48]/[C:2]3[CH:7]=[CH:6][CH:5]=[C:4]([NH:8][S:9]([CH3:12])(=[O:11])=[O:10])[CH:3]=3)[CH:44]=[CH:43][C:35]=2[C:36]([O:38][C:39]([CH3:42])([CH3:40])[CH3:41])=[O:37])=[CH:31][CH:30]=1, predict the reactants needed to synthesize it. The reactants are: Br[C:2]1[CH:3]=[C:4]([NH:8][S:9]([CH3:12])(=[O:11])=[O:10])[CH:5]=[CH:6][CH:7]=1.C1(CNCC2CCCCC2)CCCCC1.[F:28][C:29]1[CH:50]=[CH:49][C:32]([NH:33][C:34]2[CH:46]=[C:45]([CH:47]=[CH2:48])[CH:44]=[CH:43][C:35]=2[C:36]([O:38][C:39]([CH3:42])([CH3:41])[CH3:40])=[O:37])=[CH:31][CH:30]=1.F[B-](F)(F)F.C(P(C(C)(C)C)C(C)(C)C)(C)(C)C.C(O)(=O)CC(CC(O)=O)(C(O)=O)O.